From a dataset of hERG Central: cardiac toxicity at 1µM, 10µM, and general inhibition. Predict hERG channel inhibition at various concentrations. (1) The compound is O=C(NCc1ccncc1)c1ccccc1Nc1ccc(SC(F)F)cc1. Results: hERG_inhib (hERG inhibition (general)): blocker. (2) The molecule is CCN(CC)CCCNC(=O)c1c(O)c2cc(F)cc3c2n(c1=O)C(C)CC3.Cl. Results: hERG_inhib (hERG inhibition (general)): blocker.